From a dataset of Full USPTO retrosynthesis dataset with 1.9M reactions from patents (1976-2016). Predict the reactants needed to synthesize the given product. (1) Given the product [F:1][C:2]1[CH:11]=[C:10]([NH:12][S:13]([C:16]2[CH:21]=[CH:20][C:19]([N:32]3[CH:36]=[N:35][CH:34]=[N:33]3)=[CH:18][CH:17]=2)(=[O:15])=[O:14])[CH:9]=[C:8]([F:23])[C:3]=1[C:4]([OH:6])=[O:5], predict the reactants needed to synthesize it. The reactants are: [F:1][C:2]1[CH:11]=[C:10]([NH:12][S:13]([C:16]2[CH:21]=[CH:20][C:19](I)=[CH:18][CH:17]=2)(=[O:15])=[O:14])[CH:9]=[C:8]([F:23])[C:3]=1[C:4]([O:6]C)=[O:5].P([O-])([O-])([O-])=O.[K+].[K+].[K+].[NH:32]1[CH:36]=[N:35][CH:34]=[N:33]1.CN[C@@H]1CCCC[C@H]1NC.[OH-].[Na+].Cl. (2) Given the product [I:20][C:17]1[CH:16]=[N:15][N:14]([CH2:13][C:5]23[CH2:6][CH:7]4[CH2:8][CH:9]([CH2:10][C:3]([O:2][CH3:1])([CH2:12]4)[CH2:4]2)[CH2:11]3)[C:18]=1[CH3:19], predict the reactants needed to synthesize it. The reactants are: [CH3:1][O:2][C:3]12[CH2:12][CH:7]3[CH2:8][CH:9]([CH2:11][C:5]([CH2:13][N:14]4[C:18]([CH3:19])=[CH:17][CH:16]=[N:15]4)([CH2:6]3)[CH2:4]1)[CH2:10]2.[I:20]N1C(=O)CCC1=O. (3) Given the product [F:25][C:20]1[CH:21]=[CH:22][CH:23]=[CH:24][C:19]=1[CH2:18][S:17][C:9]1[N:10]=[C:11]([NH:12][C@H:13]([CH3:16])[CH2:14][OH:15])[C:6]2[S:5][C:4]([O:1][CH3:28])=[N:26][C:7]=2[N:8]=1, predict the reactants needed to synthesize it. The reactants are: [OH-:1].[K+].Br[C:4]1[S:5][C:6]2[C:11]([NH:12][C@H:13]([CH3:16])[CH2:14][OH:15])=[N:10][C:9]([S:17][CH2:18][C:19]3[CH:24]=[CH:23][CH:22]=[CH:21][C:20]=3[F:25])=[N:8][C:7]=2[N:26]=1.Cl.[CH3:28]O. (4) Given the product [ClH:29].[CH3:1][N:2]1[CH:6]=[C:5]([N:7]2[C:15]3[C:10](=[CH:11][CH:12]=[CH:13][CH:14]=3)[C:9]([C:16]([OH:18])=[O:17])=[CH:8]2)[CH:4]=[N:3]1, predict the reactants needed to synthesize it. The reactants are: [CH3:1][N:2]1[CH:6]=[C:5]([N:7]2[C:15]3[C:10](=[CH:11][CH:12]=[CH:13][CH:14]=3)[C:9]([C:16]([O:18]C)=[O:17])=[CH:8]2)[CH:4]=[N:3]1.C(O)(C(F)(F)F)=O.[OH-].[K+].[ClH:29]. (5) Given the product [CH3:1][N:2]([CH3:28])[CH2:3][CH2:4][NH:5][C:6]([C:8]1[C:21]2[C:12](=[N:13][C:14]3[C:19]([N:20]=2)=[C:18]2[CH:22]=[CH:23][CH:24]=[C:25]([C:26](=[NH:27])[NH:36][OH:37])[C:17]2=[CH:16][CH:15]=3)[CH:11]=[CH:10][CH:9]=1)=[O:7], predict the reactants needed to synthesize it. The reactants are: [CH3:1][N:2]([CH3:28])[CH2:3][CH2:4][NH:5][C:6]([C:8]1[C:21]2[C:12](=[N:13][C:14]3[C:19]([N:20]=2)=[C:18]2[CH:22]=[CH:23][CH:24]=[C:25]([C:26]#[N:27])[C:17]2=[CH:16][CH:15]=3)[CH:11]=[CH:10][CH:9]=1)=[O:7].C(=O)([O-])[O-].[K+].[K+].Cl.[NH2:36][OH:37]. (6) Given the product [CH2:40]([NH:48][C:19]([C:14]1[C:13]([C:8]2[CH:9]=[CH:10][CH:11]=[CH:12][C:7]=2[CH2:6][N:5]2[C:1](=[O:27])[C:2]3=[CH:26][CH:25]=[CH:24][CH:23]=[C:3]3[C:4]2=[O:22])=[CH:18][CH:17]=[CH:16][CH:15]=1)=[O:20])[CH2:41][C:42]1[CH:47]=[CH:46][CH:45]=[CH:44][CH:43]=1, predict the reactants needed to synthesize it. The reactants are: [C:1]1(=[O:27])[N:5]([CH2:6][C:7]2[CH:12]=[CH:11][CH:10]=[CH:9][C:8]=2[C:13]2[C:14]([C:19](O)=[O:20])=[CH:15][CH:16]=[CH:17][CH:18]=2)[C:4](=[O:22])[C:3]2=[CH:23][CH:24]=[CH:25][CH:26]=[C:2]12.C1N=CN(C(N2C=NC=C2)=O)C=1.[CH2:40]([NH2:48])[CH2:41][C:42]1[CH:47]=[CH:46][CH:45]=[CH:44][CH:43]=1. (7) Given the product [C:19]([C:5]1[C:4]2[C:8](=[CH:9][CH:10]=[C:2]([NH:28][C:24]3[N:23]=[N:22][CH:27]=[CH:26][CH:25]=3)[CH:3]=2)[N:7]([CH2:11][C:12]([O:14][C:15]([CH3:18])([CH3:17])[CH3:16])=[O:13])[N:6]=1)(=[O:21])[NH2:20], predict the reactants needed to synthesize it. The reactants are: Br[C:2]1[CH:3]=[C:4]2[C:8](=[CH:9][CH:10]=1)[N:7]([CH2:11][C:12]([O:14][C:15]([CH3:18])([CH3:17])[CH3:16])=[O:13])[N:6]=[C:5]2[C:19](=[O:21])[NH2:20].[N:22]1[CH:27]=[CH:26][CH:25]=[C:24]([NH2:28])[N:23]=1.C(=O)([O-])[O-].[Cs+].[Cs+].C1(P(C2C=CC=CC=2)C2C3OC4C(=CC=CC=4P(C4C=CC=CC=4)C4C=CC=CC=4)C(C)(C)C=3C=CC=2)C=CC=CC=1.